From a dataset of Forward reaction prediction with 1.9M reactions from USPTO patents (1976-2016). Predict the product of the given reaction. (1) Given the reactants [NH2:1][C:2]1[CH:3]=[N:4][CH:5]=[CH:6][CH:7]=1.S(=O)(=O)(O)O.[N:13]([O-])=O.[Na+].[CH3:17][C:18](=[O:23])[CH2:19][C:20](=[O:22])[CH3:21].C([O-])(=O)C.[K+].C([O-])([O-])=O.[Na+].[Na+], predict the reaction product. The product is: [N:4]1[CH:5]=[CH:6][CH:7]=[C:2]([NH:1][N:13]=[C:19]([C:18](=[O:23])[CH3:17])[C:20](=[O:22])[CH3:21])[CH:3]=1. (2) Given the reactants [Br:1][CH2:2][C:3]1[CH:11]=[CH:10][CH:9]=[C:8]([CH3:12])[C:4]=1[C:5](Br)=[O:6].[C:13]([OH:17])([CH3:16])([CH3:15])[CH3:14], predict the reaction product. The product is: [Br:1][CH2:2][C:3]1[CH:11]=[CH:10][CH:9]=[C:8]([CH3:12])[C:4]=1[C:5]([O:17][C:13]([CH3:16])([CH3:15])[CH3:14])=[O:6]. (3) Given the reactants [F:1][C:2]1[CH:3]=[C:4]([C:8]2[C:12]([C:13]#[C:14][C:15]3[CH:20]=[CH:19][CH:18]=[CH:17][CH:16]=3)=[C:11]([NH:21]C(=O)C)[NH:10][N:9]=2)[CH:5]=[CH:6][CH:7]=1.C(O)C.[OH-].[Na+], predict the reaction product. The product is: [F:1][C:2]1[CH:3]=[C:4]([C:8]2[C:12]([C:13]#[C:14][C:15]3[CH:16]=[CH:17][CH:18]=[CH:19][CH:20]=3)=[C:11]([NH2:21])[NH:10][N:9]=2)[CH:5]=[CH:6][CH:7]=1. (4) Given the reactants [F:1][C:2]1[CH:10]=C(C=O)C=[CH:7][C:3]=1[C:4](O)=[O:5].C(Cl)(=O)[C:14](Cl)=[O:15].[CH2:19]([C:26]1[CH:31]=[CH:30][C:29]([NH2:32])=[C:28]([N+:33]([O-:35])=[O:34])[CH:27]=1)[C:20]1[CH:25]=[CH:24][CH:23]=[CH:22][CH:21]=1.C(N([CH:42]([CH3:44])[CH3:43])CC)(C)C.[OH2:45].[C:46]1(C)C=CC(S(O)(=O)=O)=CC=1, predict the reaction product. The product is: [CH2:19]([C:26]1[CH:31]=[CH:30][C:29]([NH:32][C:4](=[O:5])[C:3]2[CH:7]=[CH:44][C:42]([CH:43]([O:15][CH3:14])[O:45][CH3:46])=[CH:10][C:2]=2[F:1])=[C:28]([N+:33]([O-:35])=[O:34])[CH:27]=1)[C:20]1[CH:21]=[CH:22][CH:23]=[CH:24][CH:25]=1.